Dataset: Forward reaction prediction with 1.9M reactions from USPTO patents (1976-2016). Task: Predict the product of the given reaction. (1) Given the reactants CN([P+](ON1N=NC2C=CC=CC1=2)(N(C)C)N(C)C)C.F[P-](F)(F)(F)(F)F.C(N(CC)CC)C.[NH2:35][C:36]1[N:44]=[CH:43][CH:42]=[CH:41][C:37]=1[C:38]([OH:40])=O.[CH2:45]([C:51]1[CH:52]=[C:53]([CH:56]=[CH:57][CH:58]=1)[CH2:54][NH2:55])[CH2:46][CH2:47][CH2:48][CH2:49][CH3:50], predict the reaction product. The product is: [CH2:45]([C:51]1[CH:52]=[C:53]([CH2:54][NH:55][C:38](=[O:40])[C:37]2[CH:41]=[CH:42][CH:43]=[N:44][C:36]=2[NH2:35])[CH:56]=[CH:57][CH:58]=1)[CH2:46][CH2:47][CH2:48][CH2:49][CH3:50]. (2) The product is: [CH3:30][N:9]1[C:8]2[C:3](=[O:2])[NH:4][CH:5]=[CH:6][C:7]=2[C:11]([C:12]2[CH:17]=[C:16]([CH2:18][S:19]([CH3:22])(=[O:20])=[O:21])[CH:15]=[CH:14][C:13]=2[NH:23][C:24]2[CH:29]=[CH:28][CH:27]=[CH:26][N:25]=2)=[CH:10]1. Given the reactants C[O:2][C:3]1[N:4]=[CH:5][CH:6]=[C:7]2[C:11]([C:12]3[CH:17]=[C:16]([CH2:18][S:19]([CH3:22])(=[O:21])=[O:20])[CH:15]=[CH:14][C:13]=3[NH:23][C:24]3[CH:29]=[CH:28][CH:27]=[CH:26][N:25]=3)=[CH:10][N:9]([CH3:30])[C:8]=12.Cl, predict the reaction product. (3) Given the reactants [C:1]([CH2:3][C:4]([O:6]CC)=O)#[N:2].[NH2:9][CH2:10][CH2:11][OH:12], predict the reaction product. The product is: [C:1]([CH2:3][C:4]([NH:9][CH2:10][CH2:11][OH:12])=[O:6])#[N:2]. (4) Given the reactants [Cl:1][C:2]1[CH:3]=[N:4][CH:5]=[C:6]([Cl:37])[C:7]=1[CH:8]=[C:9]([O:28][C:29](=[O:36])[C:30]1[CH:35]=[CH:34][CH:33]=[CH:32][CH:31]=1)[C:10]1[C:18]2[C:17]3[CH:19]=[C:20]([N+:23]([O-])=O)[CH:21]=[CH:22][C:16]=3[O:15][C:14]=2[C:13]([O:26][CH3:27])=[CH:12][CH:11]=1.C(N(CC)CC)C.[CH3:45][S:46](Cl)(=[O:48])=[O:47], predict the reaction product. The product is: [Cl:1][C:2]1[CH:3]=[N:4][CH:5]=[C:6]([Cl:37])[C:7]=1[CH:8]=[C:9]([O:28][C:29](=[O:36])[C:30]1[CH:35]=[CH:34][CH:33]=[CH:32][CH:31]=1)[C:10]1[C:18]2[C:17]3[CH:19]=[C:20]([NH:23][S:46]([CH3:45])(=[O:48])=[O:47])[CH:21]=[CH:22][C:16]=3[O:15][C:14]=2[C:13]([O:26][CH3:27])=[CH:12][CH:11]=1. (5) The product is: [ClH:1].[NH2:2][C:3]1([C:14]([O:16][CH3:18])=[O:15])[C:11]2[C:6](=[C:7]([F:13])[CH:8]=[C:9]([F:12])[CH:10]=2)[CH2:5][CH2:4]1. Given the reactants [ClH:1].[NH2:2][C:3]1([C:14]([OH:16])=[O:15])[C:11]2[C:6](=[C:7]([F:13])[CH:8]=[C:9]([F:12])[CH:10]=2)[CH2:5][CH2:4]1.Cl.[CH3:18]O, predict the reaction product.